Dataset: NCI-60 drug combinations with 297,098 pairs across 59 cell lines. Task: Regression. Given two drug SMILES strings and cell line genomic features, predict the synergy score measuring deviation from expected non-interaction effect. (1) Drug 1: CC1CCC2CC(C(=CC=CC=CC(CC(C(=O)C(C(C(=CC(C(=O)CC(OC(=O)C3CCCCN3C(=O)C(=O)C1(O2)O)C(C)CC4CCC(C(C4)OC)O)C)C)O)OC)C)C)C)OC. Drug 2: CC1=C(C(=CC=C1)Cl)NC(=O)C2=CN=C(S2)NC3=CC(=NC(=N3)C)N4CCN(CC4)CCO. Cell line: DU-145. Synergy scores: CSS=2.34, Synergy_ZIP=1.00, Synergy_Bliss=1.84, Synergy_Loewe=-0.395, Synergy_HSA=-1.10. (2) Drug 1: C1=NC(=NC(=O)N1C2C(C(C(O2)CO)O)O)N. Drug 2: C1=CC=C(C=C1)NC(=O)CCCCCCC(=O)NO. Cell line: MCF7. Synergy scores: CSS=22.0, Synergy_ZIP=-9.67, Synergy_Bliss=-4.24, Synergy_Loewe=-9.72, Synergy_HSA=-2.14. (3) Cell line: NCIH23. Drug 2: C1=CC(=CC=C1CCCC(=O)O)N(CCCl)CCCl. Drug 1: CC12CCC3C(C1CCC2=O)CC(=C)C4=CC(=O)C=CC34C. Synergy scores: CSS=46.3, Synergy_ZIP=-0.866, Synergy_Bliss=-7.31, Synergy_Loewe=-10.9, Synergy_HSA=-4.47. (4) Drug 2: CC=C1C(=O)NC(C(=O)OC2CC(=O)NC(C(=O)NC(CSSCCC=C2)C(=O)N1)C(C)C)C(C)C. Drug 1: C1=C(C(=O)NC(=O)N1)N(CCCl)CCCl. Cell line: DU-145. Synergy scores: CSS=58.4, Synergy_ZIP=3.84, Synergy_Bliss=3.05, Synergy_Loewe=-16.5, Synergy_HSA=3.81. (5) Cell line: A549. Synergy scores: CSS=55.0, Synergy_ZIP=-2.24, Synergy_Bliss=-4.84, Synergy_Loewe=-5.56, Synergy_HSA=-1.42. Drug 2: C#CCC(CC1=CN=C2C(=N1)C(=NC(=N2)N)N)C3=CC=C(C=C3)C(=O)NC(CCC(=O)O)C(=O)O. Drug 1: C1=CN(C(=O)N=C1N)C2C(C(C(O2)CO)O)O.Cl. (6) Drug 1: CC1C(C(CC(O1)OC2CC(CC3=C2C(=C4C(=C3O)C(=O)C5=C(C4=O)C(=CC=C5)OC)O)(C(=O)C)O)N)O.Cl. Drug 2: C1=CC(=CC=C1C#N)C(C2=CC=C(C=C2)C#N)N3C=NC=N3. Cell line: UACC62. Synergy scores: CSS=12.2, Synergy_ZIP=-1.30, Synergy_Bliss=2.09, Synergy_Loewe=-11.8, Synergy_HSA=2.43. (7) Cell line: SF-539. Drug 2: CC1C(C(CC(O1)OC2CC(CC3=C2C(=C4C(=C3O)C(=O)C5=CC=CC=C5C4=O)O)(C(=O)C)O)N)O. Drug 1: CC1=C(N=C(N=C1N)C(CC(=O)N)NCC(C(=O)N)N)C(=O)NC(C(C2=CN=CN2)OC3C(C(C(C(O3)CO)O)O)OC4C(C(C(C(O4)CO)O)OC(=O)N)O)C(=O)NC(C)C(C(C)C(=O)NC(C(C)O)C(=O)NCCC5=NC(=CS5)C6=NC(=CS6)C(=O)NCCC[S+](C)C)O. Synergy scores: CSS=71.8, Synergy_ZIP=7.58, Synergy_Bliss=8.18, Synergy_Loewe=10.7, Synergy_HSA=12.7. (8) Drug 1: CCCS(=O)(=O)NC1=C(C(=C(C=C1)F)C(=O)C2=CNC3=C2C=C(C=N3)C4=CC=C(C=C4)Cl)F. Drug 2: CCC1(C2=C(COC1=O)C(=O)N3CC4=CC5=C(C=CC(=C5CN(C)C)O)N=C4C3=C2)O.Cl. Cell line: OVCAR-5. Synergy scores: CSS=12.2, Synergy_ZIP=-0.0876, Synergy_Bliss=2.47, Synergy_Loewe=-18.9, Synergy_HSA=-2.92. (9) Drug 1: C1CCC(CC1)NC(=O)N(CCCl)N=O. Drug 2: C1=CN(C(=O)N=C1N)C2C(C(C(O2)CO)O)O.Cl. Cell line: DU-145. Synergy scores: CSS=32.5, Synergy_ZIP=-9.00, Synergy_Bliss=-4.74, Synergy_Loewe=-21.0, Synergy_HSA=-4.40.